From a dataset of Catalyst prediction with 721,799 reactions and 888 catalyst types from USPTO. Predict which catalyst facilitates the given reaction. (1) Reactant: [Si]([O:18][C:19]1[CH:20]=[C:21]([C:25]2[N:33]=[C:32]3[C:28]([NH:29][C:30](=[O:40])[N:31]3[CH:34]3[CH2:39][CH2:38][O:37][CH2:36][CH2:35]3)=[C:27]([C:41]([O:43]C)=O)[N:26]=2)[CH:22]=[CH:23][CH:24]=1)(C(C)(C)C)(C1C=CC=CC=1)C1C=CC=CC=1.[NH2:45]C1C(C(OC)=O)=NC(C2C=CC=C(O[Si](C(C)(C)C)(C3C=CC=CC=3)C3C=CC=CC=3)C=2)=NC=1NC1CCOCC1. Product: [OH:18][C:19]1[CH:20]=[C:21]([C:25]2[N:33]=[C:32]3[C:28]([NH:29][C:30](=[O:40])[N:31]3[CH:34]3[CH2:35][CH2:36][O:37][CH2:38][CH2:39]3)=[C:27]([C:41]([NH2:45])=[O:43])[N:26]=2)[CH:22]=[CH:23][CH:24]=1. The catalyst class is: 4. (2) Reactant: Cl[CH2:2][CH2:3][O:4][C:5](Cl)=[O:6].[Cl:8][C:9]1[C:10]([F:35])=[C:11]([CH:32]=[CH:33][CH:34]=1)[NH:12][C:13]1[C:22]2[C:17](=[CH:18][C:19]([O:30][CH3:31])=[C:20]([O:23][CH:24]3[CH2:29][CH2:28][NH:27][CH2:26][CH2:25]3)[CH:21]=2)[N:16]=[CH:15][N:14]=1.[CH:36]([N:39]([CH:42]([CH3:44])C)CC)([CH3:38])C. Product: [Cl:8][C:9]1[C:10]([F:35])=[C:11]([CH:32]=[CH:33][CH:34]=1)[NH:12][C:13]1[C:22]2[C:17](=[CH:18][C:19]([O:30][CH3:31])=[C:20]([O:23][CH:24]3[CH2:29][CH2:28][N:27]([C:5]([O:4][CH2:3][CH2:2][N:39]4[CH2:36][CH2:38][CH2:44][CH2:42]4)=[O:6])[CH2:26][CH2:25]3)[CH:21]=2)[N:16]=[CH:15][N:14]=1. The catalyst class is: 4. (3) Reactant: C([NH:5][C:6](=O)[C:7]1[CH:12]=[CH:11][C:10]([CH:13]([C:20]2[NH:29][C:23]3=[N:24][CH:25]=[C:26]([F:28])[CH:27]=[C:22]3[CH:21]=2)[CH2:14][CH:15]2[CH2:19][CH2:18][CH2:17][CH2:16]2)=[CH:9][CH:8]=1)(C)(C)C.P(Cl)(Cl)(Cl)=O. Product: [CH:15]1([CH2:14][CH:13]([C:10]2[CH:11]=[CH:12][C:7]([C:6]#[N:5])=[CH:8][CH:9]=2)[C:20]2[NH:29][C:23]3=[N:24][CH:25]=[C:26]([F:28])[CH:27]=[C:22]3[CH:21]=2)[CH2:19][CH2:18][CH2:17][CH2:16]1. The catalyst class is: 22. (4) Reactant: Cl.Cl.[O:3]1[C:8]2=[CH:9][CH:10]=[CH:11][C:7]2=[CH:6][C:5]([CH:12]2[CH2:17][CH2:16][CH2:15][CH2:14][N:13]2[CH2:18][CH2:19][C@H:20]2[CH2:25][CH2:24][C@H:23]([NH2:26])[CH2:22][CH2:21]2)=[CH:4]1.C(N(CC)C(C)C)(C)C.[C:36](O)(=[O:38])[CH3:37].CN(C(ON1N=NC2C=CC=CC1=2)=[N+](C)C)C.[B-](F)(F)(F)F.[OH-].[Na+]. Product: [O:3]1[C:8]2=[CH:9][CH:10]=[CH:11][C:7]2=[CH:6][C:5]([CH:12]2[CH2:17][CH2:16][CH2:15][CH2:14][N:13]2[CH2:18][CH2:19][C@H:20]2[CH2:21][CH2:22][C@H:23]([NH:26][C:36](=[O:38])[CH3:37])[CH2:24][CH2:25]2)=[CH:4]1. The catalyst class is: 3. (5) Reactant: [S:1]1[CH:5]=[C:4]([C:6]2[C:10]([CH:11]=O)=[CH:9][N:8]([C:13]3[CH:21]=[CH:20][C:16]([C:17]([OH:19])=[O:18])=[CH:15][CH:14]=3)[N:7]=2)[C:3]2[CH:22]=[CH:23][CH:24]=[CH:25][C:2]1=2.Cl.[NH2:27]O.C([O-])=O.[Na+].O. Product: [S:1]1[CH:5]=[C:4]([C:6]2[C:10]([C:11]#[N:27])=[CH:9][N:8]([C:13]3[CH:21]=[CH:20][C:16]([C:17]([OH:19])=[O:18])=[CH:15][CH:14]=3)[N:7]=2)[C:3]2[CH:22]=[CH:23][CH:24]=[CH:25][C:2]1=2. The catalyst class is: 106.